This data is from Merck oncology drug combination screen with 23,052 pairs across 39 cell lines. The task is: Regression. Given two drug SMILES strings and cell line genomic features, predict the synergy score measuring deviation from expected non-interaction effect. (1) Drug 1: CCC1(O)CC2CN(CCc3c([nH]c4ccccc34)C(C(=O)OC)(c3cc4c(cc3OC)N(C)C3C(O)(C(=O)OC)C(OC(C)=O)C5(CC)C=CCN6CCC43C65)C2)C1. Drug 2: O=C(CCCCCCC(=O)Nc1ccccc1)NO. Cell line: MSTO. Synergy scores: synergy=75.8. (2) Drug 2: N.N.O=C(O)C1(C(=O)O)CCC1.[Pt]. Synergy scores: synergy=-15.3. Drug 1: O=S1(=O)NC2(CN1CC(F)(F)F)C1CCC2Cc2cc(C=CCN3CCC(C(F)(F)F)CC3)ccc2C1. Cell line: EFM192B. (3) Drug 1: CCC1(O)CC2CN(CCc3c([nH]c4ccccc34)C(C(=O)OC)(c3cc4c(cc3OC)N(C)C3C(O)(C(=O)OC)C(OC(C)=O)C5(CC)C=CCN6CCC43C65)C2)C1. Cell line: ZR751. Synergy scores: synergy=23.2. Drug 2: COC1CC2CCC(C)C(O)(O2)C(=O)C(=O)N2CCCCC2C(=O)OC(C(C)CC2CCC(OP(C)(C)=O)C(OC)C2)CC(=O)C(C)C=C(C)C(O)C(OC)C(=O)C(C)CC(C)C=CC=CC=C1C. (4) Drug 1: CC(=O)OC1C(=O)C2(C)C(O)CC3OCC3(OC(C)=O)C2C(OC(=O)c2ccccc2)C2(O)CC(OC(=O)C(O)C(NC(=O)c3ccccc3)c3ccccc3)C(C)=C1C2(C)C. Drug 2: O=C(NOCC(O)CO)c1ccc(F)c(F)c1Nc1ccc(I)cc1F. Cell line: EFM192B. Synergy scores: synergy=-21.8. (5) Drug 1: N#Cc1ccc(Cn2cncc2CN2CCN(c3cccc(Cl)c3)C(=O)C2)cc1. Drug 2: CC(C)CC(NC(=O)C(Cc1ccccc1)NC(=O)c1cnccn1)B(O)O. Cell line: COLO320DM. Synergy scores: synergy=-17.4. (6) Drug 1: O=S1(=O)NC2(CN1CC(F)(F)F)C1CCC2Cc2cc(C=CCN3CCC(C(F)(F)F)CC3)ccc2C1. Synergy scores: synergy=0.00389. Cell line: EFM192B. Drug 2: O=C(CCCCCCC(=O)Nc1ccccc1)NO. (7) Drug 1: Cn1c(=O)n(-c2ccc(C(C)(C)C#N)cc2)c2c3cc(-c4cnc5ccccc5c4)ccc3ncc21. Drug 2: Cn1cc(-c2cnn3c(N)c(Br)c(C4CCCNC4)nc23)cn1. Cell line: COLO320DM. Synergy scores: synergy=20.2. (8) Drug 1: O=S1(=O)NC2(CN1CC(F)(F)F)C1CCC2Cc2cc(C=CCN3CCC(C(F)(F)F)CC3)ccc2C1. Drug 2: O=C(CCCCCCC(=O)Nc1ccccc1)NO. Cell line: DLD1. Synergy scores: synergy=7.24.